Task: Regression. Given a peptide amino acid sequence and an MHC pseudo amino acid sequence, predict their binding affinity value. This is MHC class II binding data.. Dataset: Peptide-MHC class II binding affinity with 134,281 pairs from IEDB (1) The peptide sequence is AFKVAATADNAAPAN. The MHC is DRB1_0401 with pseudo-sequence DRB1_0401. The binding affinity (normalized) is 0.288. (2) The binding affinity (normalized) is 0. The MHC is H-2-IAd with pseudo-sequence H-2-IAd. The peptide sequence is CTCDQKPCNCPKGDV. (3) The peptide sequence is KAQGKTLGVNMVRRG. The MHC is DRB1_1301 with pseudo-sequence DRB1_1301. The binding affinity (normalized) is 0.482. (4) The peptide sequence is FLDLCVALDVNCEAL. The MHC is DRB1_0101 with pseudo-sequence DRB1_0101. The binding affinity (normalized) is 0.691.